This data is from Reaction yield outcomes from USPTO patents with 853,638 reactions. The task is: Predict the reaction yield, written as a fraction of the theoretical maximum amount of product (1.0 means a 100% yield; for example, 0.34 means a 34% yield). (1) The reactants are [OH:1][CH2:2][CH2:3][CH2:4][N:5]1[C:9]2[CH:10]=[CH:11][C:12]([C:14]#N)=[CH:13][C:8]=2[N:7]=[N:6]1.CO.C(=O)([O-])[O-:19].[K+].[K+].Cl. The catalyst is C(O)=O.O.[Ni].[Al]. The product is [OH:1][CH2:2][CH2:3][CH2:4][N:5]1[C:9]2[CH:10]=[CH:11][C:12]([CH:14]=[O:19])=[CH:13][C:8]=2[N:7]=[N:6]1. The yield is 0.600. (2) The reactants are [C:1]([O:10]C)(=O)[C:2]1[C:3](=[CH:5][CH:6]=[CH:7][CH:8]=1)[SH:4].[C:12]([C:14]1[CH:19]=[CH:18][CH:17]=[C:16]([O:20][CH2:21][CH2:22][CH3:23])[N:15]=1)#[N:13].C(N(CC)CC)C. The catalyst is C1(C)C=CC=CC=1. The product is [CH2:21]([O:20][C:16]1[N:15]=[C:14]([C:12]2[S:4][C:3]3[CH:5]=[CH:6][CH:7]=[CH:8][C:2]=3[C:1](=[O:10])[N:13]=2)[CH:19]=[CH:18][CH:17]=1)[CH2:22][CH3:23]. The yield is 0.0700. (3) The reactants are [CH3:1][C:2]1[C:6]([C:7]([O:9][CH3:10])=[O:8])=[CH:5][NH:4][N:3]=1.[CH3:11][O:12][C:13]1[CH:14]=[C:15](B(O)O)[CH:16]=[C:17]([O:19][CH3:20])[CH:18]=1.N1C=CC=CC=1. The catalyst is CN(C)C(=O)C.C([O-])(=O)C.[Cu+2].C([O-])(=O)C. The product is [CH3:11][O:12][C:13]1[CH:14]=[C:15]([N:4]2[CH:5]=[C:6]([C:7]([O:9][CH3:10])=[O:8])[C:2]([CH3:1])=[N:3]2)[CH:16]=[C:17]([O:19][CH3:20])[CH:18]=1. The yield is 0.400.